From a dataset of Full USPTO retrosynthesis dataset with 1.9M reactions from patents (1976-2016). Predict the reactants needed to synthesize the given product. (1) Given the product [C:1]([O:5][C:11](=[O:12])[CH2:10][S:7]([Cl:6])(=[O:9])=[O:8])([CH3:4])([CH3:3])[CH3:2], predict the reactants needed to synthesize it. The reactants are: [C:1]([OH:5])([CH3:4])([CH3:3])[CH3:2].[Cl:6][S:7]([CH2:10][C:11](Cl)=[O:12])(=[O:9])=[O:8]. (2) The reactants are: [NH:1]1[C:9]2[C:4](=[CH:5][CH:6]=[CH:7][CH:8]=2)[CH2:3][C:2]1=[O:10].C[Si](C)(C)N[Si](C)(C)C.[Na].[NH2:21][C:22]1[CH:31]=[C:30]2[C:25]([CH2:26][O:27][C:28]2=O)=[CH:24][CH:23]=1.Cl. Given the product [NH2:21][C:22]1[CH:31]=[C:30]2[C:25]([CH2:26][O:27][C:28]2=[C:3]2[C:4]3[C:9](=[CH:8][CH:7]=[CH:6][CH:5]=3)[NH:1][C:2]2=[O:10])=[CH:24][CH:23]=1, predict the reactants needed to synthesize it.